Dataset: Full USPTO retrosynthesis dataset with 1.9M reactions from patents (1976-2016). Task: Predict the reactants needed to synthesize the given product. Given the product [Cl:1][C:2]1[C:10]2[C:5](=[CH:6][CH:7]=[CH:8][CH:9]=2)[N:4]([C:11]2[O:29][N:28]=[C:14]([CH:15]3[CH2:20][CH2:19][N:18]([C:21]([O:23][C:24]([CH3:27])([CH3:26])[CH3:25])=[O:22])[CH2:17][CH2:16]3)[N:12]=2)[N:3]=1, predict the reactants needed to synthesize it. The reactants are: [Cl:1][C:2]1[C:10]2[C:5](=[CH:6][CH:7]=[CH:8][CH:9]=2)[N:4]([C:11]#[N:12])[N:3]=1.Cl[C:14](=[N:28][OH:29])[CH:15]1[CH2:20][CH2:19][N:18]([C:21]([O:23][C:24]([CH3:27])([CH3:26])[CH3:25])=[O:22])[CH2:17][CH2:16]1.C(=O)(O)[O-].[Na+].O.